From a dataset of Catalyst prediction with 721,799 reactions and 888 catalyst types from USPTO. Predict which catalyst facilitates the given reaction. (1) Reactant: [Cl:1][C:2]1[CH:3]=[C:4]([NH:9][C:10]2[C:19]3[C:14](=[CH:15][C:16]([O:21][CH3:22])=[C:17]([OH:20])[CH:18]=3)[N:13]=[CH:12][N:11]=2)[CH:5]=[CH:6][C:7]=1[F:8].Br[CH2:24][C:25]([O:27][CH2:28][CH3:29])=[O:26].C(=O)([O-])[O-].[K+].[K+]. Product: [Cl:1][C:2]1[CH:3]=[C:4]([NH:9][C:10]2[C:19]3[C:14](=[CH:15][C:16]([O:21][CH3:22])=[C:17]([O:20][CH2:24][C:25]([O:27][CH2:28][CH3:29])=[O:26])[CH:18]=3)[N:13]=[CH:12][N:11]=2)[CH:5]=[CH:6][C:7]=1[F:8]. The catalyst class is: 9. (2) Reactant: CC1(C)[O:7][C:6](=[O:8])[C:5](=[C:9]([OH:15])[CH:10]=[C:11]([NH:13][CH3:14])[CH3:12])[C:4](=O)[O:3]1.[F:18][B-](F)(F)F.F[B-](F)(F)F.F[N+]1C=CC=CC=1C1C=CC=C[N+]=1F. Product: [F:18][C:10]1[C:9]([OH:15])=[C:5]([C:6]([OH:7])=[O:8])[C:4](=[O:3])[N:13]([CH3:14])[C:11]=1[CH3:12]. The catalyst class is: 10. (3) Reactant: [CH2:1]([NH:8][C:9]1[CH:28]=[CH:27][C:12]([O:13][C:14]2[C:23]3[C:18](=[CH:19][C:20]([OH:26])=[C:21]([O:24][CH3:25])[CH:22]=3)[N:17]=[CH:16][CH:15]=2)=[CH:11][CH:10]=1)[C:2]1[CH:7]=[CH:6][CH:5]=[CH:4][CH:3]=1.[CH:29]1([O:34][C:35](=[O:48])[C@@H:36]([NH:40][C:41]([O:43][C:44]([CH3:47])([CH3:46])[CH3:45])=[O:42])[CH2:37][CH2:38]Br)[CH2:33][CH2:32][CH2:31][CH2:30]1.C(=O)([O-])[O-].[K+].[K+]. Product: [CH:29]1([O:34][C:35](=[O:48])[C@@H:36]([NH:40][C:41]([O:43][C:44]([CH3:47])([CH3:46])[CH3:45])=[O:42])[CH2:37][CH2:38][O:26][C:20]2[CH:19]=[C:18]3[C:23]([C:14]([O:13][C:12]4[CH:27]=[CH:28][C:9]([NH:8][CH2:1][C:2]5[CH:3]=[CH:4][CH:5]=[CH:6][CH:7]=5)=[CH:10][CH:11]=4)=[CH:15][CH:16]=[N:17]3)=[CH:22][C:21]=2[O:24][CH3:25])[CH2:30][CH2:31][CH2:32][CH2:33]1. The catalyst class is: 3. (4) Reactant: [NH2:1][C:2]1[N:7]=[CH:6][C:5]2[CH:8]([C:11]([OH:13])=[O:12])[CH2:9][CH2:10][C:4]=2[CH:3]=1.[CH3:14][Si](C=[N+]=[N-])(C)C. Product: [NH2:1][C:2]1[N:7]=[CH:6][C:5]2[CH:8]([C:11]([O:13][CH3:14])=[O:12])[CH2:9][CH2:10][C:4]=2[CH:3]=1. The catalyst class is: 459. (5) Reactant: [CH2:1]([O:8][C:9]([N:11]1[CH2:16][CH2:15][CH:14]([NH:17][C:18]2[C:27]3[C:22](=[CH:23][CH:24]=[C:25]([C:28]4[CH:29]=[N:30][C:31]5[C:36]([CH:37]=4)=[CH:35][CH:34]=[CH:33][CH:32]=5)[N:26]=3)[N:21]=[CH:20][C:19]=2[C:38]([O:40]C)=[O:39])[CH2:13][CH2:12]1)=[O:10])[C:2]1[CH:7]=[CH:6][CH:5]=[CH:4][CH:3]=1.[OH-].[Li+].C(O)C. Product: [CH2:1]([O:8][C:9]([N:11]1[CH2:16][CH2:15][CH:14]([NH:17][C:18]2[C:27]3[C:22](=[CH:23][CH:24]=[C:25]([C:28]4[CH:29]=[N:30][C:31]5[C:36]([CH:37]=4)=[CH:35][CH:34]=[CH:33][CH:32]=5)[N:26]=3)[N:21]=[CH:20][C:19]=2[C:38]([OH:40])=[O:39])[CH2:13][CH2:12]1)=[O:10])[C:2]1[CH:7]=[CH:6][CH:5]=[CH:4][CH:3]=1. The catalyst class is: 6. (6) Reactant: O=P(Cl)(Cl)Cl.[Cl:6][C:7]1[CH:15]=[C:14]2[C:10]([CH:11]=[CH:12][NH:13]2)=[CH:9][CH:8]=1.[OH-].[Na+].CN([CH:21]=[O:22])C. Product: [Cl:6][C:7]1[CH:15]=[C:14]2[C:10]([C:11]([CH:21]=[O:22])=[CH:12][NH:13]2)=[CH:9][CH:8]=1. The catalyst class is: 6. (7) Reactant: [S:1]1[CH:5]=[CH:4][CH:3]=[C:2]1[S:6][CH2:7][CH2:8][NH:9][CH:10]1[CH2:15][CH2:14][N:13]([C:16](=[O:21])[C:17]([F:20])([F:19])[F:18])[CH2:12][CH2:11]1.[C:22](O[C:22]([O:24][C:25]([CH3:28])([CH3:27])[CH3:26])=[O:23])([O:24][C:25]([CH3:28])([CH3:27])[CH3:26])=[O:23]. Product: [C:25]([O:24][C:22](=[O:23])[N:9]([CH2:8][CH2:7][S:6][C:2]1[S:1][CH:5]=[CH:4][CH:3]=1)[CH:10]1[CH2:15][CH2:14][N:13]([C:16](=[O:21])[C:17]([F:20])([F:18])[F:19])[CH2:12][CH2:11]1)([CH3:28])([CH3:27])[CH3:26]. The catalyst class is: 4. (8) Reactant: [CH2:1]([N:3]1[C:7]2=[N:8][CH:9]=[C:10]([C:20]([O:22]CC)=[O:21])[C:11]([NH:12][CH:13]3[CH2:18][CH2:17][CH2:16][CH:15]([OH:19])[CH2:14]3)=[C:6]2[CH:5]=[N:4]1)[CH3:2].[OH-].[Na+].Cl. Product: [CH2:1]([N:3]1[C:7]2=[N:8][CH:9]=[C:10]([C:20]([OH:22])=[O:21])[C:11]([NH:12][CH:13]3[CH2:18][CH2:17][CH2:16][CH:15]([OH:19])[CH2:14]3)=[C:6]2[CH:5]=[N:4]1)[CH3:2]. The catalyst class is: 88. (9) Reactant: C[O:2][C:3]([C:5]1[C:30](=[O:31])[NH:29][C:8]2[N:9]=[CH:10][N:11]=[C:12]([NH:13][C:14]3[CH:19]=[CH:18][C:17]([NH:20][C:21](=[O:28])[C:22]4[CH:27]=[CH:26][CH:25]=[CH:24][CH:23]=4)=[CH:16][CH:15]=3)[C:7]=2[CH:6]=1)=[O:4].[OH-].[Na+]. Product: [C:21]([NH:20][C:17]1[CH:16]=[CH:15][C:14]([NH:13][C:12]2[C:7]3[CH:6]=[C:5]([C:3]([OH:4])=[O:2])[C:30](=[O:31])[NH:29][C:8]=3[N:9]=[CH:10][N:11]=2)=[CH:19][CH:18]=1)(=[O:28])[C:22]1[CH:27]=[CH:26][CH:25]=[CH:24][CH:23]=1. The catalyst class is: 36.